Dataset: NCI-60 drug combinations with 297,098 pairs across 59 cell lines. Task: Regression. Given two drug SMILES strings and cell line genomic features, predict the synergy score measuring deviation from expected non-interaction effect. (1) Drug 1: CNC(=O)C1=NC=CC(=C1)OC2=CC=C(C=C2)NC(=O)NC3=CC(=C(C=C3)Cl)C(F)(F)F. Drug 2: C(CN)CNCCSP(=O)(O)O. Cell line: SNB-75. Synergy scores: CSS=4.39, Synergy_ZIP=-1.74, Synergy_Bliss=-1.15, Synergy_Loewe=2.72, Synergy_HSA=-0.435. (2) Drug 1: CN(C)C1=NC(=NC(=N1)N(C)C)N(C)C. Drug 2: C(CC(=O)O)C(=O)CN.Cl. Cell line: SK-OV-3. Synergy scores: CSS=9.31, Synergy_ZIP=-3.93, Synergy_Bliss=-0.386, Synergy_Loewe=-5.65, Synergy_HSA=-2.50. (3) Drug 2: COCCOC1=C(C=C2C(=C1)C(=NC=N2)NC3=CC=CC(=C3)C#C)OCCOC.Cl. Synergy scores: CSS=28.5, Synergy_ZIP=4.56, Synergy_Bliss=5.49, Synergy_Loewe=-3.52, Synergy_HSA=5.76. Drug 1: C1CCC(C1)C(CC#N)N2C=C(C=N2)C3=C4C=CNC4=NC=N3. Cell line: ACHN. (4) Drug 1: CC1=C(C(CCC1)(C)C)C=CC(=CC=CC(=CC(=O)O)C)C. Drug 2: CC1=C(C(=O)C2=C(C1=O)N3CC4C(C3(C2COC(=O)N)OC)N4)N. Cell line: SK-MEL-28. Synergy scores: CSS=21.0, Synergy_ZIP=-8.22, Synergy_Bliss=-2.81, Synergy_Loewe=-7.86, Synergy_HSA=-0.631.